Dataset: Catalyst prediction with 721,799 reactions and 888 catalyst types from USPTO. Task: Predict which catalyst facilitates the given reaction. (1) Reactant: O[CH2:2][CH2:3][N:4]([CH3:34])[C:5]([C:7]1[C:12]([O:13][CH2:14][C:15]2[CH:20]=[CH:19][CH:18]=[CH:17][CH:16]=2)=[C:11]([OH:21])[N:10]=[C:9]([CH2:22][C:23]2([C:28]3[CH:33]=[CH:32][CH:31]=[CH:30][N:29]=3)[CH2:27][CH2:26][CH2:25][CH2:24]2)[N:8]=1)=[O:6].N(C(OC(C)C)=O)=NC(OC(C)C)=O.CO.O. Product: [CH2:14]([O:13][C:12]1[C:11](=[O:21])[N:10]=[C:9]([CH2:22][C:23]2([C:28]3[CH:33]=[CH:32][CH:31]=[CH:30][N:29]=3)[CH2:27][CH2:26][CH2:25][CH2:24]2)[N:8]2[CH2:2][CH2:3][N:4]([CH3:34])[C:5](=[O:6])[C:7]=12)[C:15]1[CH:20]=[CH:19][CH:18]=[CH:17][CH:16]=1. The catalyst class is: 96. (2) Reactant: Cl.[Br:2][C:3]1[CH:9]=[C:8]([Br:10])[CH:7]=[C:6]([Br:11])[C:4]=1N.N([O-])=O.[Na+].[I-:16].[K+]. Product: [Br:2][C:3]1[CH:9]=[C:8]([Br:10])[CH:7]=[C:6]([Br:11])[C:4]=1[I:16]. The catalyst class is: 6. (3) Reactant: [Cl:1][C:2]1[CH:7]=[CH:6][C:5]([S:8]([CH:11]2[C:20]3[C:15](=[C:16]([F:22])[CH:17]=[CH:18][C:19]=3[F:21])[O:14][CH2:13][CH:12]2[CH2:23][CH2:24][CH:25]([OH:29])[CH2:26][CH:27]=[CH2:28])(=[O:10])=[O:9])=[CH:4][CH:3]=1.N1C=CN=C1.[CH3:35][C:36]([Si:39](Cl)([CH3:41])[CH3:40])([CH3:38])[CH3:37]. Product: [C:36]([Si:39]([O:29][CH:25]([CH2:24][CH2:23][CH:12]1[CH:11]([S:8]([C:5]2[CH:4]=[CH:3][C:2]([Cl:1])=[CH:7][CH:6]=2)(=[O:9])=[O:10])[C:20]2[C:15](=[C:16]([F:22])[CH:17]=[CH:18][C:19]=2[F:21])[O:14][CH2:13]1)[CH2:26][CH:27]=[CH2:28])([CH3:41])[CH3:40])([CH3:38])([CH3:37])[CH3:35]. The catalyst class is: 3. (4) Reactant: O[CH:2]([C:4]1[C:12]2[O:11][CH2:10][CH:9]([C:13]3[CH:18]=[CH:17][C:16]([CH:19]([CH3:21])[CH3:20])=[CH:15][CH:14]=3)[C:8]=2[C:7]([CH3:22])=[C:6]([NH:23][C:24](=[O:30])[CH2:25][C:26]([CH3:29])([CH3:28])[CH3:27])[C:5]=1[CH3:31])[CH3:3].O.C1(C)C=CC(S(O)(=O)=O)=CC=1. Product: [CH:19]([C:16]1[CH:17]=[CH:18][C:13]([CH:9]2[C:8]3[C:7]([CH3:22])=[C:6]([NH:23][C:24](=[O:30])[CH2:25][C:26]([CH3:29])([CH3:28])[CH3:27])[C:5]([CH3:31])=[C:4]([CH:2]=[CH2:3])[C:12]=3[O:11][CH2:10]2)=[CH:14][CH:15]=1)([CH3:20])[CH3:21]. The catalyst class is: 11. (5) Reactant: FC(F)(F)C(O)=O.[CH2:8]([NH:12][C:13]1[NH:21][C:20]2[C:16]([N:17]=[C:18]([O:22][CH3:23])[N:19]=2)=[C:15]([NH2:24])[N:14]=1)[CH2:9][CH2:10][CH3:11].C(=O)([O-])[O-].[K+].[K+].Br[CH2:32][CH2:33][CH2:34][CH:35]1[CH2:39][CH2:38][O:37][CH2:36]1. Product: [CH2:8]([NH:12][C:13]1[N:21]=[C:20]2[C:16]([N:17]=[C:18]([O:22][CH3:23])[N:19]2[CH2:32][CH2:33][CH2:34][CH:35]2[CH2:39][CH2:38][O:37][CH2:36]2)=[C:15]([NH2:24])[N:14]=1)[CH2:9][CH2:10][CH3:11]. The catalyst class is: 3. (6) Reactant: C(O[C:4]([C:6]1[C:7]([N:19]([CH2:21][CH3:22])[CH3:20])=[N:8][C:9]([N:13]2[CH2:18][CH2:17][O:16][CH2:15][CH2:14]2)=[CH:10][C:11]=1[CH3:12])=[O:5])C.[F:23][C:24]1[CH:31]=[CH:30][C:27]([CH2:28][NH2:29])=[CH:26][CH:25]=1.[OH-].[Na+].CCOC(C)=O. Product: [CH2:21]([N:19]([CH3:20])[C:7]1[C:6]([C:4]([NH:29][CH2:28][C:27]2[CH:30]=[CH:31][C:24]([F:23])=[CH:25][CH:26]=2)=[O:5])=[C:11]([CH3:12])[CH:10]=[C:9]([N:13]2[CH2:14][CH2:15][O:16][CH2:17][CH2:18]2)[N:8]=1)[CH3:22]. The catalyst class is: 93. (7) Product: [CH3:12][C:9]1[CH:10]=[CH:11][C:6]([C:5]([OH:33])=[O:30])=[CH:7][C:8]=1[N:13]1[C:22](=[O:23])[C:21]2[C:16](=[CH:17][CH:18]=[C:19]([O:24][C@H:25]3[CH2:29][CH2:28][NH:27][CH2:26]3)[CH:20]=2)[N:15]=[CH:14]1. Reactant: C1(N[C:5](=[O:30])[C:6]2[CH:11]=[CH:10][C:9]([CH3:12])=[C:8]([N:13]3[C:22](=[O:23])[C:21]4[C:16](=[CH:17][CH:18]=[C:19]([O:24][C@H:25]5[CH2:29][CH2:28][NH:27][CH2:26]5)[CH:20]=4)[N:15]=[CH:14]3)[CH:7]=2)CC1.C(OCC)(=[O:33])C. The catalyst class is: 201.